From a dataset of Forward reaction prediction with 1.9M reactions from USPTO patents (1976-2016). Predict the product of the given reaction. (1) Given the reactants [CH2:1]([O:4][CH:5]([CH2:9][C:10]1[CH:11]=[C:12]2[C:16](=[CH:17][CH:18]=1)[N:15](COCC[Si](C)(C)C)[CH:14]=[CH:13]2)[C:6]([OH:8])=[O:7])[CH2:2][CH3:3].C(N)CN.[F-].C([N+](CCCC)(CCCC)CCCC)CCC, predict the reaction product. The product is: [NH:15]1[C:16]2[C:12](=[CH:11][C:10]([CH2:9][CH:5]([O:4][CH2:1][CH2:2][CH3:3])[C:6]([OH:8])=[O:7])=[CH:18][CH:17]=2)[CH:13]=[CH:14]1. (2) Given the reactants [NH2:1][C:2]1[N:3]([CH3:24])[C:4](=[O:23])[C:5]2([C:15]3[C:10](=[CH:11][CH:12]=[C:13](Br)[CH:14]=3)[O:9][CH:8]([C:17]3[CH:22]=[CH:21][CH:20]=[CH:19][CH:18]=3)[CH2:7]2)[N:6]=1.[OH:25][CH2:26][C:27]1[CH:28]=[C:29](B(O)O)[CH:30]=[CH:31][CH:32]=1, predict the reaction product. The product is: [NH2:1][C:2]1[N:3]([CH3:24])[C:4](=[O:23])[C:5]2([C:15]3[C:10](=[CH:11][CH:12]=[C:13]([C:31]4[CH:30]=[CH:29][CH:28]=[C:27]([CH2:26][OH:25])[CH:32]=4)[CH:14]=3)[O:9][CH:8]([C:17]3[CH:22]=[CH:21][CH:20]=[CH:19][CH:18]=3)[CH2:7]2)[N:6]=1. (3) Given the reactants C(OC(=O)[NH:7][C:8]1([C:12]2[CH:17]=[CH:16][C:15]([C:18]3[O:19][C:20]4[C:25]([C:26](=[O:34])[C:27]=3[C:28]3[CH:33]=[CH:32][CH:31]=[CH:30][CH:29]=3)=[CH:24][CH:23]=[CH:22][CH:21]=4)=[CH:14][CH:13]=2)[CH2:11][CH2:10][CH2:9]1)(C)(C)C.C(O)(C(F)(F)F)=O.C(Cl)[Cl:44], predict the reaction product. The product is: [ClH:44].[NH2:7][C:8]1([C:12]2[CH:13]=[CH:14][C:15]([C:18]3[O:19][C:20]4[C:25]([C:26](=[O:34])[C:27]=3[C:28]3[CH:33]=[CH:32][CH:31]=[CH:30][CH:29]=3)=[CH:24][CH:23]=[CH:22][CH:21]=4)=[CH:16][CH:17]=2)[CH2:9][CH2:10][CH2:11]1. (4) Given the reactants CC(C)([O-])C.[Na+].C(P(C(C)(C)C)C1C=CC=CC=1C1C=CC=CC=1)(C)(C)C.[C:28]([O:32][C:33]([N:35]1[CH2:40][CH2:39][NH:38][CH2:37][CH2:36]1)=[O:34])([CH3:31])([CH3:30])[CH3:29].Cl[C:42]1[CH:47]=[CH:46][C:45]([C:48]([F:51])([F:50])[F:49])=[C:44]([F:52])[CH:43]=1, predict the reaction product. The product is: [C:28]([O:32][C:33]([N:35]1[CH2:40][CH2:39][N:38]([C:42]2[CH:47]=[CH:46][C:45]([C:48]([F:50])([F:51])[F:49])=[C:44]([F:52])[CH:43]=2)[CH2:37][CH2:36]1)=[O:34])([CH3:31])([CH3:29])[CH3:30]. (5) Given the reactants [F:1][C:2]1[CH:16]=[CH:15][CH:14]=[CH:13][C:3]=1[CH2:4][C:5]1[O:9][N:8]=[C:7]([C:10]([OH:12])=O)[CH:6]=1.ON1C2C=CC=CC=2N=N1.Cl.C(N=C=NCCCN(C)C)C.C(N(CC)CC)C.[O:46]1[CH2:50][CH2:49][CH:48]([CH2:51][NH2:52])[CH2:47]1, predict the reaction product. The product is: [O:46]1[CH2:50][CH2:49][CH:48]([CH2:51][NH:52][C:10]([C:7]2[CH:6]=[C:5]([CH2:4][C:3]3[CH:13]=[CH:14][CH:15]=[CH:16][C:2]=3[F:1])[O:9][N:8]=2)=[O:12])[CH2:47]1. (6) Given the reactants Br[C:2]1[CH:7]=[CH:6][C:5]([C@H:8]([NH:13][C@@H:14]([CH2:27][CH:28]([CH3:30])[CH3:29])[C:15]([N:17]2[CH2:21][C@H:20]([F:22])[C@H:19]3[O:23][CH2:24][C@H:25]([OH:26])[C@@H:18]23)=[O:16])[C:9]([F:12])([F:11])[F:10])=[CH:4][CH:3]=1.[C:31]([C:33]1[CH:38]=[CH:37][C:36](B(O)O)=[CH:35][CH:34]=1)#[N:32], predict the reaction product. The product is: [F:10][C:9]([F:12])([F:11])[C@H:8]([C:5]1[CH:6]=[CH:7][C:2]([C:36]2[CH:37]=[CH:38][C:33]([C:31]#[N:32])=[CH:34][CH:35]=2)=[CH:3][CH:4]=1)[NH:13][C@H:14]([C:15]([N:17]1[CH2:21][C@H:20]([F:22])[C@H:19]2[O:23][CH2:24][C@H:25]([OH:26])[C@@H:18]12)=[O:16])[CH2:27][CH:28]([CH3:30])[CH3:29].